Task: Regression. Given a peptide amino acid sequence and an MHC pseudo amino acid sequence, predict their binding affinity value. This is MHC class II binding data.. Dataset: Peptide-MHC class II binding affinity with 134,281 pairs from IEDB The peptide sequence is ITKLGAKPDGKTDCT. The MHC is HLA-DPA10103-DPB10401 with pseudo-sequence HLA-DPA10103-DPB10401. The binding affinity (normalized) is 0.